Dataset: Forward reaction prediction with 1.9M reactions from USPTO patents (1976-2016). Task: Predict the product of the given reaction. (1) The product is: [O:36]1[C:37]2[CH:43]=[CH:42][CH:41]=[CH:40][C:38]=2[N:39]=[C:35]1[C:21]1[CH:22]=[CH:23][C:18]([S:15]([N:12]2[CH2:11][CH2:10][C:8]3([O:7][CH2:6][C:5](=[O:33])[N:4]([CH:1]4[CH2:3][CH2:2]4)[CH2:9]3)[CH2:14][CH2:13]2)(=[O:17])=[O:16])=[CH:19][CH:20]=1. Given the reactants [CH:1]1([N:4]2[CH2:9][C:8]3([CH2:14][CH2:13][N:12]([S:15]([C:18]4[CH:23]=[CH:22][C:21](B5OC(C)(C)C(C)(C)O5)=[CH:20][CH:19]=4)(=[O:17])=[O:16])[CH2:11][CH2:10]3)[O:7][CH2:6][C:5]2=[O:33])[CH2:3][CH2:2]1.Cl[C:35]1[O:36][C:37]2[CH:43]=[CH:42][CH:41]=[CH:40][C:38]=2[N:39]=1, predict the reaction product. (2) Given the reactants [Cl:1][C:2]1[CH:7]=[CH:6][C:5]([CH2:8][CH2:9][N:10]([CH2:32][CH2:33][CH2:34][CH2:35][CH2:36][CH2:37][CH3:38])[C:11](=[O:31])[CH2:12][C:13]2[CH:30]=[CH:29][C:16]([CH2:17][O:18][C:19]3[CH:28]=[CH:27][CH:26]=[CH:25][C:20]=3[C:21]([O:23]C)=[O:22])=[CH:15][CH:14]=2)=[CH:4][CH:3]=1.[OH-].[K+], predict the reaction product. The product is: [Cl:1][C:2]1[CH:3]=[CH:4][C:5]([CH2:8][CH2:9][N:10]([CH2:32][CH2:33][CH2:34][CH2:35][CH2:36][CH2:37][CH3:38])[C:11](=[O:31])[CH2:12][C:13]2[CH:30]=[CH:29][C:16]([CH2:17][O:18][C:19]3[CH:28]=[CH:27][CH:26]=[CH:25][C:20]=3[C:21]([OH:23])=[O:22])=[CH:15][CH:14]=2)=[CH:6][CH:7]=1.